Dataset: Full USPTO retrosynthesis dataset with 1.9M reactions from patents (1976-2016). Task: Predict the reactants needed to synthesize the given product. (1) Given the product [CH3:1][O:2][C:3](=[O:26])[CH2:4][C:5]1[C:14]([CH3:15])=[C:13]([C:28]2[CH:33]=[CH:32][C:31]([S:34][C:35]3[CH:40]=[CH:39][C:38]([Cl:41])=[CH:37][CH:36]=3)=[CH:30][CH:29]=2)[C:12]2[C:7](=[CH:8][CH:9]=[C:10]([Cl:25])[CH:11]=2)[CH:6]=1, predict the reactants needed to synthesize it. The reactants are: [CH3:1][O:2][C:3](=[O:26])[CH2:4][C:5]1[C:14]([CH3:15])=[C:13](B2OC(C)(C)C(C)(C)O2)[C:12]2[C:7](=[CH:8][CH:9]=[C:10]([Cl:25])[CH:11]=2)[CH:6]=1.Br[C:28]1[CH:33]=[CH:32][C:31]([S:34][C:35]2[CH:40]=[CH:39][C:38]([Cl:41])=[CH:37][CH:36]=2)=[CH:30][CH:29]=1.C(=O)(O)[O-].[Na+].O. (2) Given the product [Cl:1][C:2]1[CH:10]=[CH:9][CH:8]=[C:7]2[C:3]=1[CH2:4][NH:5][CH2:6]2, predict the reactants needed to synthesize it. The reactants are: [Cl:1][C:2]1[CH:10]=[CH:9][CH:8]=[C:7]2[C:3]=1[C:4](=O)[NH:5][C:6]2=O.B.C1COCC1.CO.Cl. (3) Given the product [CH:1]1[C:10]2[C:5](=[C:6]([NH:11][C:13]([NH:12][C:15]3[CH:20]=[CH:19][CH:18]=[CH:17][C:16]=3[O:21][CH3:22])=[S:14])[CH:7]=[CH:8][CH:9]=2)[CH:4]=[CH:3][N:2]=1, predict the reactants needed to synthesize it. The reactants are: [CH:1]1[C:10]2[C:5](=[C:6]([NH2:11])[CH:7]=[CH:8][CH:9]=2)[CH:4]=[CH:3][N:2]=1.[N:12]([C:15]1[CH:20]=[CH:19][CH:18]=[CH:17][C:16]=1[O:21][CH3:22])=[C:13]=[S:14].CS(C1C=CC(OC)=C(NC(NC2C=CC=C3C=2C=NN3C)=S)C=1)(=O)=O. (4) The reactants are: C(Cl)(=O)C(Cl)=O.CS(C)=O.[OH:11][CH2:12][CH:13]1[CH2:18][CH:17]([C:19]2[CH:24]=[CH:23][CH:22]=[CH:21][C:20]=2[O:25][CH3:26])[CH2:16][CH2:15][N:14]1[C:27]([O:29][C:30]([CH3:33])([CH3:32])[CH3:31])=[O:28].CCN(CC)CC. Given the product [CH:12]([CH:13]1[CH2:18][CH:17]([C:19]2[CH:24]=[CH:23][CH:22]=[CH:21][C:20]=2[O:25][CH3:26])[CH2:16][CH2:15][N:14]1[C:27]([O:29][C:30]([CH3:33])([CH3:32])[CH3:31])=[O:28])=[O:11], predict the reactants needed to synthesize it. (5) Given the product [N:27]1[CH:28]=[CH:29][CH:30]=[CH:31][C:26]=1[N:24]1[C:19]([OH:21])=[C:3]2[C:2]([CH2:11][CH2:10][C:9]3[CH:8]=[C:7]([C:12]4[CH:13]=[CH:14][C:15]([CH3:18])=[CH:16][CH:17]=4)[CH:6]=[CH:5][C:4]=32)=[N:25]1, predict the reactants needed to synthesize it. The reactants are: O=[C:2]1[CH2:11][CH2:10][C:9]2[C:4](=[CH:5][CH:6]=[C:7]([C:12]3[CH:17]=[CH:16][C:15]([CH3:18])=[CH:14][CH:13]=3)[CH:8]=2)[CH:3]1[C:19]([O:21]CC)=O.[NH:24]([C:26]1[CH:31]=[CH:30][CH:29]=[CH:28][N:27]=1)[NH2:25]. (6) Given the product [I:1][C:2]1[CH:3]=[C:4]([N:8]2[CH2:15][C:16](=[O:17])[NH:11][C:9]2=[O:10])[CH:5]=[CH:6][CH:7]=1, predict the reactants needed to synthesize it. The reactants are: [I:1][C:2]1[CH:3]=[C:4]([NH:8][C:9]([NH2:11])=[O:10])[CH:5]=[CH:6][CH:7]=1.[H-].[Na+].Cl[CH2:15][C:16](OCC)=[O:17].